The task is: Predict the reaction yield, written as a fraction of the theoretical maximum amount of product (1.0 means a 100% yield; for example, 0.34 means a 34% yield).. This data is from Reaction yield outcomes from USPTO patents with 853,638 reactions. (1) The reactants are FC(F)(F)S(O[C:7]1[C:12]([CH:13]2[CH2:15][CH2:14]2)=[CH:11][C:10]([N+:16]([O-:18])=[O:17])=[C:9]([CH3:19])[C:8]=1[CH:20]=[CH2:21])(=O)=O.CC1(C)C(C)(C)OB([C:32]2[CH:33]=[C:34]3[C:39](=[CH:40][CH:41]=2)[O:38][CH2:37][CH2:36][CH2:35]3)O1.P([O-])([O-])([O-])=O.[K+].[K+].[K+]. The catalyst is C1(C)C=CC=CC=1.O.C1C=CC([P]([Pd]([P](C2C=CC=CC=2)(C2C=CC=CC=2)C2C=CC=CC=2)([P](C2C=CC=CC=2)(C2C=CC=CC=2)C2C=CC=CC=2)[P](C2C=CC=CC=2)(C2C=CC=CC=2)C2C=CC=CC=2)(C2C=CC=CC=2)C2C=CC=CC=2)=CC=1. The product is [CH:13]1([C:12]2[C:7]([C:32]3[CH:33]=[C:34]4[C:39](=[CH:40][CH:41]=3)[O:38][CH2:37][CH2:36][CH2:35]4)=[C:8]([CH:20]=[CH2:21])[C:9]([CH3:19])=[C:10]([N+:16]([O-:18])=[O:17])[CH:11]=2)[CH2:15][CH2:14]1. The yield is 0.910. (2) The reactants are Br[C:2]1[CH:13]=[N:12][C:5]2[NH:6][C:7](=[O:11])[CH2:8][CH2:9][CH2:10][C:4]=2[CH:3]=1.CC1NC2C(C=1[CH2:24][N:25](C)[C:26](=[O:29])[CH:27]=[CH2:28])=CC=CC=2.C1(C)C=CC=CC=1P(C1C=CC=CC=1C)C1C=CC=CC=1C.C(N(C(C)C)CC)(C)C. The catalyst is C(#N)CC.CC([O-])=O.CC([O-])=O.[Pd+2]. The product is [CH3:24][NH:25][C:26](=[O:29])/[CH:27]=[CH:28]/[C:2]1[CH:13]=[N:12][C:5]2[NH:6][C:7](=[O:11])[CH2:8][CH2:9][CH2:10][C:4]=2[CH:3]=1. The yield is 0.350. (3) The reactants are [C:1]([C:5]1[CH:6]=[C:7]([C:16]2[CH:17]=[C:18]([C:36]3[CH:41]=[CH:40][C:39]([C:42]([O:44][CH2:45][CH3:46])=[O:43])=[CH:38][CH:37]=3)[CH:19]=[CH:20][C:21]=2[CH2:22][CH2:23][CH2:24][N:25]2C(=O)C3C(=CC=CC=3)C2=O)[CH:8]=[CH:9][C:10]=1[N:11]([CH2:14][CH3:15])[CH2:12][CH3:13])([CH3:4])([CH3:3])[CH3:2].O.NN. The catalyst is C(O)C. The product is [C:1]([C:5]1[CH:6]=[C:7]([C:16]2[CH:17]=[C:18]([C:36]3[CH:41]=[CH:40][C:39]([C:42]([O:44][CH2:45][CH3:46])=[O:43])=[CH:38][CH:37]=3)[CH:19]=[CH:20][C:21]=2[CH2:22][CH2:23][CH2:24][NH2:25])[CH:8]=[CH:9][C:10]=1[N:11]([CH2:14][CH3:15])[CH2:12][CH3:13])([CH3:3])([CH3:4])[CH3:2]. The yield is 0.770. (4) The reactants are [Cl-].O[NH3+:3].[C:4](=[O:7])([O-])[OH:5].[Na+].CS(C)=O.[CH2:13]([CH:15]([O:20][C@H:21]1[CH2:26][CH2:25][C@H:24]([N:27]2[C:32](=[O:33])[C:31]([CH2:34][C:35]3[CH:40]=[CH:39][C:38]([C:41]4[C:42]([C:47]#[N:48])=[CH:43][CH:44]=[CH:45][CH:46]=4)=[CH:37][CH:36]=3)=[C:30]([CH2:49][CH2:50][CH3:51])[N:29]3[N:52]=[C:53]([CH3:55])[N:54]=[C:28]23)[CH2:23][CH2:22]1)[C:16]([OH:19])([CH3:18])[CH3:17])[CH3:14]. The catalyst is O. The product is [CH2:13]([CH:15]([O:20][C@H:21]1[CH2:26][CH2:25][C@H:24]([N:27]2[C:32](=[O:33])[C:31]([CH2:34][C:35]3[CH:36]=[CH:37][C:38]([C:41]4[CH:46]=[CH:45][CH:44]=[CH:43][C:42]=4[C:47]4[NH:3][C:4](=[O:7])[O:5][N:48]=4)=[CH:39][CH:40]=3)=[C:30]([CH2:49][CH2:50][CH3:51])[N:29]3[N:52]=[C:53]([CH3:55])[N:54]=[C:28]23)[CH2:23][CH2:22]1)[C:16]([OH:19])([CH3:17])[CH3:18])[CH3:14]. The yield is 0.600.